From a dataset of Full USPTO retrosynthesis dataset with 1.9M reactions from patents (1976-2016). Predict the reactants needed to synthesize the given product. Given the product [CH:1]1([NH:4][C:5](=[O:6])[C:7]2[CH:8]=[CH:9][C:10]([CH3:37])=[C:11]([C:13]3[CH:14]=[C:15]4[C:20](=[CH:21][CH:22]=3)[C:19]([N:23]3[CH2:28][CH2:27][NH:26][CH2:25][C@@H:24]3[CH3:36])=[N:18][N:17]=[CH:16]4)[CH:12]=2)[CH2:3][CH2:2]1, predict the reactants needed to synthesize it. The reactants are: [CH:1]1([NH:4][C:5]([C:7]2[CH:8]=[CH:9][C:10]([CH3:37])=[C:11]([C:13]3[CH:14]=[C:15]4[C:20](=[CH:21][CH:22]=3)[C:19]([N:23]3[CH2:28][CH2:27][N:26](C(OC(C)(C)C)=O)[CH2:25][C@@H:24]3[CH3:36])=[N:18][N:17]=[CH:16]4)[CH:12]=2)=[O:6])[CH2:3][CH2:2]1.Cl.